Dataset: Catalyst prediction with 721,799 reactions and 888 catalyst types from USPTO. Task: Predict which catalyst facilitates the given reaction. (1) Product: [F:29][C:2]([F:1])([O:7][C:8]1[CH:9]=[CH:10][C:11]([N:14]2[CH:18]=[N:17][C:16]([C:19]3[CH:20]=[CH:21][C:22]([C:23]([OH:25])=[O:24])=[CH:27][CH:28]=3)=[N:15]2)=[CH:12][CH:13]=1)[C:3]([F:6])([F:5])[F:4]. Reactant: [F:1][C:2]([F:29])([O:7][C:8]1[CH:13]=[CH:12][C:11]([N:14]2[CH:18]=[N:17][C:16]([C:19]3[CH:28]=[CH:27][C:22]([C:23]([O:25]C)=[O:24])=[CH:21][CH:20]=3)=[N:15]2)=[CH:10][CH:9]=1)[C:3]([F:6])([F:5])[F:4].C1COCC1.[OH-].[Li+].Cl. The catalyst class is: 6. (2) Reactant: C(=O)([O-])[O-].[Cs+].[Cs+].C1C=CC(P(C2C(C3C(P(C4C=CC=CC=4)C4C=CC=CC=4)=CC=C4C=3C=CC=C4)=C3C(C=CC=C3)=CC=2)C2C=CC=CC=2)=CC=1.ClCl.Cl[C:56]1[C:57]2[CH2:73][CH2:72][CH2:71][C:58]=2[N:59]=[C:60]([C:62]2[CH:67]=[CH:66][C:65]([O:68][CH3:69])=[C:64]([F:70])[CH:63]=2)[N:61]=1.[CH3:74][O:75][C:76](=[O:87])[CH2:77][C:78]1[CH:79]=[C:80]2[C:84](=[CH:85][CH:86]=1)[NH:83][CH2:82][CH2:81]2. Product: [CH3:74][O:75][C:76](=[O:87])[CH2:77][C:78]1[CH:79]=[C:80]2[C:84](=[CH:85][CH:86]=1)[N:83]([C:56]1[C:57]3[CH2:73][CH2:72][CH2:71][C:58]=3[N:59]=[C:60]([C:62]3[CH:67]=[CH:66][C:65]([O:68][CH3:69])=[C:64]([F:70])[CH:63]=3)[N:61]=1)[CH2:82][CH2:81]2. The catalyst class is: 160. (3) Reactant: [NH2:1][C:2](=[O:28])[C@H:3]([NH:7][C:8]1[N:13]=[C:12]([NH:14][C:15]2[CH:20]=[C:19]([CH3:21])[CH:18]=[C:17]([CH3:22])[CH:16]=2)[C:11]([C:23]([NH2:25])=[O:24])=[C:10]([O:26]C)[N:9]=1)[CH:4]([CH3:6])[CH3:5].B(Br)(Br)Br. The catalyst class is: 2. Product: [NH2:1][C:2](=[O:28])[C@H:3]([NH:7][C:8]1[NH:9][C:10](=[O:26])[C:11]([C:23]([NH2:25])=[O:24])=[C:12]([NH:14][C:15]2[CH:16]=[C:17]([CH3:22])[CH:18]=[C:19]([CH3:21])[CH:20]=2)[N:13]=1)[CH:4]([CH3:6])[CH3:5]. (4) Reactant: Cl.[NH:2]1[CH2:5][CH2:4][CH2:3]1.[Br:6][C:7]1[C:8]([Cl:17])=[N:9][CH:10]=[C:11]([S:13](Cl)(=[O:15])=[O:14])[CH:12]=1. Product: [N:2]1([S:13]([C:11]2[CH:12]=[C:7]([Br:6])[C:8]([Cl:17])=[N:9][CH:10]=2)(=[O:15])=[O:14])[CH2:5][CH2:4][CH2:3]1. The catalyst class is: 202. (5) Reactant: [Si:1]([O:8][CH2:9][C@@H:10]1[CH:15]=[C:14]([CH3:16])[C@H:13](O)[CH2:12][N:11]1[C:18]([O:20][C:21]([CH3:24])([CH3:23])[CH3:22])=[O:19])([C:4]([CH3:7])([CH3:6])[CH3:5])([CH3:3])[CH3:2].C1(P(C2C=CC=CC=2)C2C=CC=CC=2)C=CC=CC=1.[CH2:44]([O:47][NH:48][S:49]([C:52]1[CH:57]=[CH:56][CH:55]=[CH:54][C:53]=1[N+:58]([O-:60])=[O:59])(=[O:51])=[O:50])[CH:45]=[CH2:46].N(C(OC(C)C)=O)=NC(OC(C)C)=O. Product: [CH2:44]([O:47][N:48]([C@H:13]1[CH2:12][N:11]([C:18]([O:20][C:21]([CH3:23])([CH3:22])[CH3:24])=[O:19])[C@H:10]([CH2:9][O:8][Si:1]([C:4]([CH3:5])([CH3:6])[CH3:7])([CH3:3])[CH3:2])[CH:15]=[C:14]1[CH3:16])[S:49]([C:52]1[CH:57]=[CH:56][CH:55]=[CH:54][C:53]=1[N+:58]([O-:60])=[O:59])(=[O:51])=[O:50])[CH:45]=[CH2:46]. The catalyst class is: 11. (6) Reactant: [OH:1][CH:2]([C:32]1[CH:37]=[CH:36][C:35]([OH:38])=[CH:34][CH:33]=1)[CH:3]([NH:18][C:19]([C:21]1[CH:22]=[CH:23][CH:24]=[C:25]2[CH2:31][CH2:30][CH2:29][CH:28]=[CH:27][C:26]=12)=[O:20])[CH2:4][C:5]1[CH:10]=[CH:9][CH:8]=[C:7]([O:11][C:12]([F:17])([F:16])[CH:13]([F:15])[F:14])[CH:6]=1.C(=O)([O-])[O-].[K+].[K+].Br[CH2:46][C:47]1[CH:56]=[CH:55][C:50]([C:51]([O:53][CH3:54])=[O:52])=[CH:49][CH:48]=1. Product: [C:21]1([C:19]([NH:18][CH:3]([CH2:4][C:5]2[CH:10]=[CH:9][CH:8]=[C:7]([O:11][C:12]([F:16])([F:17])[CH:13]([F:15])[F:14])[CH:6]=2)[CH:2]([C:32]2[CH:37]=[CH:36][C:35]([O:38][CH2:46][C:47]3[CH:56]=[CH:55][C:50]([C:51]([O:53][CH3:54])=[O:52])=[CH:49][CH:48]=3)=[CH:34][CH:33]=2)[OH:1])=[O:20])[C:26]2[CH:27]=[CH:28][CH2:29][CH2:30][CH2:31][C:25]=2[CH:24]=[CH:23][CH:22]=1. The catalyst class is: 35. (7) Reactant: [CH3:1][Mg]Br.[Br:4][C:5]1[C:10]([CH:11]=[O:12])=[CH:9][C:8]([F:13])=[N:7][CH:6]=1. Product: [Br:4][C:5]1[C:10]([CH:11]([OH:12])[CH3:1])=[CH:9][C:8]([F:13])=[N:7][CH:6]=1. The catalyst class is: 7. (8) Reactant: [C:1]([NH:4][CH2:5][C@@H:6]1[O:10][C:9](=[O:11])[N:8]([C:12]2[CH:17]=[CH:16][C:15]([C:18](OC3C(F)=C(F)C(F)=C(F)C=3F)=[O:19])=[C:14]([F:32])[CH:13]=2)[CH2:7]1)(=[O:3])[CH3:2].C[Si](C)(C)[O:35][NH2:36].C(OCC)C. Product: [C:1]([NH:4][CH2:5][C@@H:6]1[O:10][C:9](=[O:11])[N:8]([C:12]2[CH:17]=[CH:16][C:15]([C:18]([NH:36][OH:35])=[O:19])=[C:14]([F:32])[CH:13]=2)[CH2:7]1)(=[O:3])[CH3:2]. The catalyst class is: 7. (9) Reactant: C(OC([NH:8][C@@H:9]([CH3:12])[CH2:10][OH:11])=O)(C)(C)C.O[C:14]1[CH:29]=[CH:28][C:17]([C:18]([O:20][CH2:21][C:22]2[CH:27]=[CH:26][CH:25]=[CH:24][CH:23]=2)=[O:19])=[CH:16][CH:15]=1.C1C=CC(P(C2C=CC=CC=2)C2C=CC=CC=2)=CC=1.N(C(OC(C)C)=O)=NC(OC(C)C)=O. Product: [NH2:8][C@@H:9]([CH3:12])[CH2:10][O:11][C:14]1[CH:29]=[CH:28][C:17]([C:18]([O:20][CH2:21][C:22]2[CH:27]=[CH:26][CH:25]=[CH:24][CH:23]=2)=[O:19])=[CH:16][CH:15]=1. The catalyst class is: 1. (10) Reactant: [C:1]1([C:25]2[CH:30]=[CH:29][CH:28]=[CH:27][CH:26]=2)[CH:6]=[CH:5][C:4]([C@@H:7]([CH2:19][CH:20]2[CH2:24][CH2:23][CH2:22][CH2:21]2)[C:8](N2[C@@H](C(C)C)COC2=O)=[O:9])=[CH:3][CH:2]=1.OO.[OH-:33].[Li+].S([O-])([O-])=O.[Na+].[Na+]. Product: [C:1]1([C:25]2[CH:26]=[CH:27][CH:28]=[CH:29][CH:30]=2)[CH:2]=[CH:3][C:4]([C@@H:7]([CH2:19][CH:20]2[CH2:21][CH2:22][CH2:23][CH2:24]2)[C:8]([OH:9])=[O:33])=[CH:5][CH:6]=1. The catalyst class is: 30.